Dataset: Reaction yield outcomes from USPTO patents with 853,638 reactions. Task: Predict the reaction yield, written as a fraction of the theoretical maximum amount of product (1.0 means a 100% yield; for example, 0.34 means a 34% yield). The reactants are CN(C=O)C.Br[C:7]1[C:11]([C:12]([F:15])([F:14])[F:13])=[N:10][N:9]([C:16]2[N:21]=[CH:20][CH:19]=[CH:18][N:17]=2)[C:8]=1[NH2:22].[Cl:23][C:24]1[CH:25]=[C:26](B(O)O)[CH:27]=[CH:28][C:29]=1[O:30][CH:31]([CH3:33])[CH3:32].C(=O)([O-])[O-].[Na+].[Na+]. The catalyst is C1C=CC([P]([Pd]([P](C2C=CC=CC=2)(C2C=CC=CC=2)C2C=CC=CC=2)([P](C2C=CC=CC=2)(C2C=CC=CC=2)C2C=CC=CC=2)[P](C2C=CC=CC=2)(C2C=CC=CC=2)C2C=CC=CC=2)(C2C=CC=CC=2)C2C=CC=CC=2)=CC=1.ClCCl.O. The product is [Cl:23][C:24]1[CH:25]=[C:26]([C:7]2[C:11]([C:12]([F:15])([F:14])[F:13])=[N:10][N:9]([C:16]3[N:21]=[CH:20][CH:19]=[CH:18][N:17]=3)[C:8]=2[NH2:22])[CH:27]=[CH:28][C:29]=1[O:30][CH:31]([CH3:33])[CH3:32]. The yield is 0.0700.